Dataset: Full USPTO retrosynthesis dataset with 1.9M reactions from patents (1976-2016). Task: Predict the reactants needed to synthesize the given product. (1) Given the product [CH:1]1([C:7]2[O:8][C:9]([C:27]3[CH:32]=[CH:31][C:30]([C:33]([F:36])([F:34])[F:35])=[CH:29][CH:28]=3)=[CH:10][C:11]=2[CH:12]([O:17][C:18]2[CH:19]=[CH:20][C:21]([C:22]([N:38]([CH3:37])[CH2:39][CH2:40][C:41]([OH:43])=[O:42])=[O:23])=[CH:25][CH:26]=2)[CH2:13][CH:14]([CH3:15])[CH3:16])[CH2:6][CH2:5][CH2:4][CH2:3][CH2:2]1, predict the reactants needed to synthesize it. The reactants are: [CH:1]1([C:7]2[O:8][C:9]([C:27]3[CH:32]=[CH:31][C:30]([C:33]([F:36])([F:35])[F:34])=[CH:29][CH:28]=3)=[CH:10][C:11]=2[CH:12]([O:17][C:18]2[CH:26]=[CH:25][C:21]([C:22](O)=[O:23])=[CH:20][CH:19]=2)[CH2:13][CH:14]([CH3:16])[CH3:15])[CH2:6][CH2:5][CH2:4][CH2:3][CH2:2]1.[CH3:37][NH:38][CH2:39][CH2:40][C:41]([O:43]CC)=[O:42]. (2) Given the product [OH:1][C:2]1[C:3]([C:24]([NH:30][CH2:31][C:32]([O:34][CH2:35][CH3:36])=[O:33])=[O:26])=[C:4]2[C:9](=[CH:10][C:11]=1[C:12]1[CH:17]=[CH:16][CH:15]=[CH:14][N:13]=1)[N:8]=[C:7]([C:18]1[CH:23]=[CH:22][CH:21]=[CH:20][CH:19]=1)[CH:6]=[N:5]2, predict the reactants needed to synthesize it. The reactants are: [OH:1][C:2]1[C:11]([C:12]2[CH:17]=[CH:16][CH:15]=[CH:14][N:13]=2)=[CH:10][C:9]2[N:8]=[C:7]([C:18]3[CH:23]=[CH:22][CH:21]=[CH:20][CH:19]=3)[CH:6]=[N:5][C:4]=2[C:3]=1[C:24]([OH:26])=O.Cl.C([NH:30][CH2:31][C:32]([OH:34])=[O:33])C.[CH2:35](N(CC)CC)[CH3:36].C1CN([P+](ON2N=NC3C=CC=CC2=3)(N2CCCC2)N2CCCC2)CC1.F[P-](F)(F)(F)(F)F.